This data is from Forward reaction prediction with 1.9M reactions from USPTO patents (1976-2016). The task is: Predict the product of the given reaction. (1) Given the reactants [CH3:1][C:2]1[C:3]([CH2:14][S:15][C:16]2[NH:20][C:19]3[CH:21]=[CH:22][CH:23]=[CH:24][C:18]=3[N:17]=2)=[N:4][CH:5]=[CH:6][C:7]=1[O:8][CH2:9][C:10]([F:13])([F:12])[F:11].[OH-].[Na+].Cl[O-].[Na+].Cl[O-].S(S([O-])=O)([O-])(=O)=[O:33].[Na+].[Na+], predict the reaction product. The product is: [CH3:1][C:2]1[C:3]([CH2:14][S:15]([C:16]2[NH:17][C:18]3[CH:24]=[CH:23][CH:22]=[CH:21][C:19]=3[N:20]=2)=[O:33])=[N:4][CH:5]=[CH:6][C:7]=1[O:8][CH2:9][C:10]([F:12])([F:11])[F:13]. (2) Given the reactants [CH3:1][C:2]1[CH:3]=[C:4]([NH:13][C:14]2[N:19]=[C:18]([C:20]([F:23])([F:22])[F:21])[CH:17]=[CH:16][N:15]=2)[CH:5]=[C:6]([C:8]2[CH:9]=[N:10][NH:11][CH:12]=2)[CH:7]=1.Cl[CH2:25][CH:26]1[O:30][C:29](=[O:31])[N:28]([CH3:32])[CH2:27]1.C(=O)([O-])[O-].[Cs+].[Cs+], predict the reaction product. The product is: [CH3:32][N:28]1[CH2:27][CH:26]([CH2:25][N:10]2[CH:9]=[C:8]([C:6]3[CH:5]=[C:4]([NH:13][C:14]4[N:19]=[C:18]([C:20]([F:21])([F:23])[F:22])[CH:17]=[CH:16][N:15]=4)[CH:3]=[C:2]([CH3:1])[CH:7]=3)[CH:12]=[N:11]2)[O:30][C:29]1=[O:31]. (3) Given the reactants [C:1]([N:5]1[C:9]([C:10](Cl)=[O:11])=[CH:8][C:7]([CH3:13])=[N:6]1)([CH3:4])([CH3:3])[CH3:2].[NH2:14][C:15]1[CH:32]=[CH:31][C:18]([C:19]([C:21]2[CH:29]=[C:28]3[C:24]([CH2:25][C:26](=[O:30])[NH:27]3)=[CH:23][CH:22]=2)=[O:20])=[CH:17][CH:16]=1, predict the reaction product. The product is: [O:30]=[C:26]1[CH2:25][C:24]2[C:28](=[CH:29][C:21]([C:19]([C:18]3[CH:17]=[CH:16][C:15]([NH:14][C:10]([C:9]4[N:5]([C:1]([CH3:4])([CH3:3])[CH3:2])[N:6]=[C:7]([CH3:13])[CH:8]=4)=[O:11])=[CH:32][CH:31]=3)=[O:20])=[CH:22][CH:23]=2)[NH:27]1. (4) Given the reactants I[C:2]1[N:3]([CH2:18][C:19]2[C:28]3[C:23](=[CH:24][CH:25]=[CH:26][CH:27]=3)[CH:22]=[CH:21][CH:20]=2)[CH:4]=[C:5]2[C:10]=1[C:9](=[O:11])[N:8]([CH3:12])[C:7](=[O:13])[N:6]2[CH2:14][CH:15]([CH3:17])[CH3:16].[CH2:29]([OH:34])[CH2:30][CH2:31][C:32]#[CH:33].[Cl-].C(#N)C, predict the reaction product. The product is: [OH:34][CH2:29][CH2:30][CH2:31][C:32]#[C:33][C:2]1[N:3]([CH2:18][C:19]2[C:28]3[C:23](=[CH:24][CH:25]=[CH:26][CH:27]=3)[CH:22]=[CH:21][CH:20]=2)[CH:4]=[C:5]2[C:10]=1[C:9](=[O:11])[N:8]([CH3:12])[C:7](=[O:13])[N:6]2[CH2:14][CH:15]([CH3:16])[CH3:17].